The task is: Regression. Given two drug SMILES strings and cell line genomic features, predict the synergy score measuring deviation from expected non-interaction effect.. This data is from NCI-60 drug combinations with 297,098 pairs across 59 cell lines. (1) Drug 1: C(CC(=O)O)C(=O)CN.Cl. Drug 2: C1C(C(OC1N2C=NC3=C2NC=NCC3O)CO)O. Cell line: ACHN. Synergy scores: CSS=-5.28, Synergy_ZIP=3.71, Synergy_Bliss=0.568, Synergy_Loewe=-4.68, Synergy_HSA=-5.90. (2) Synergy scores: CSS=-6.12, Synergy_ZIP=4.28, Synergy_Bliss=3.27, Synergy_Loewe=-4.09, Synergy_HSA=-4.68. Drug 2: C1CNP(=O)(OC1)N(CCCl)CCCl. Cell line: SN12C. Drug 1: CC(C)(C#N)C1=CC(=CC(=C1)CN2C=NC=N2)C(C)(C)C#N. (3) Drug 1: CC(C)(C#N)C1=CC(=CC(=C1)CN2C=NC=N2)C(C)(C)C#N. Drug 2: CCC1(C2=C(COC1=O)C(=O)N3CC4=CC5=C(C=CC(=C5CN(C)C)O)N=C4C3=C2)O.Cl. Cell line: 786-0. Synergy scores: CSS=13.2, Synergy_ZIP=-2.10, Synergy_Bliss=-3.23, Synergy_Loewe=-17.8, Synergy_HSA=-5.50. (4) Drug 1: C(CN)CNCCSP(=O)(O)O. Drug 2: B(C(CC(C)C)NC(=O)C(CC1=CC=CC=C1)NC(=O)C2=NC=CN=C2)(O)O. Cell line: HCT-15. Synergy scores: CSS=59.0, Synergy_ZIP=-3.71, Synergy_Bliss=-7.33, Synergy_Loewe=-3.42, Synergy_HSA=-2.23. (5) Drug 1: CC1=C(C=C(C=C1)NC(=O)C2=CC=C(C=C2)CN3CCN(CC3)C)NC4=NC=CC(=N4)C5=CN=CC=C5. Drug 2: C1=NC(=NC(=O)N1C2C(C(C(O2)CO)O)O)N. Cell line: MALME-3M. Synergy scores: CSS=-3.18, Synergy_ZIP=2.15, Synergy_Bliss=3.79, Synergy_Loewe=-11.5, Synergy_HSA=-7.71. (6) Drug 1: C1CC2CC3=C(CC1C24CN(S(=O)(=O)N4)CC(F)(F)F)C=CC(=C3)C=CCN5CCC(CC5)C(F)(F)F. Drug 2: C1CC(CCC1OC2=C(C(=CC=C2)Cl)F)(CC3=NC(=CC=C3)NC4=NC=CS4)C(=O)O. Cell line: HT29. Synergy scores: CSS=67.7, Synergy_ZIP=3.09, Synergy_Bliss=5.76, Synergy_Loewe=2.90, Synergy_HSA=8.27. (7) Drug 1: C1=CC(=CC=C1C#N)C(C2=CC=C(C=C2)C#N)N3C=NC=N3. Drug 2: CC1C(C(CC(O1)OC2CC(CC3=C2C(=C4C(=C3O)C(=O)C5=CC=CC=C5C4=O)O)(C(=O)C)O)N)O. Cell line: HCC-2998. Synergy scores: CSS=63.7, Synergy_ZIP=1.68, Synergy_Bliss=0.884, Synergy_Loewe=-17.3, Synergy_HSA=2.29.